From a dataset of NCI-60 drug combinations with 297,098 pairs across 59 cell lines. Regression. Given two drug SMILES strings and cell line genomic features, predict the synergy score measuring deviation from expected non-interaction effect. (1) Drug 1: C1=NC2=C(N=C(N=C2N1C3C(C(C(O3)CO)O)O)F)N. Drug 2: C1C(C(OC1N2C=NC(=NC2=O)N)CO)O. Cell line: U251. Synergy scores: CSS=2.78, Synergy_ZIP=2.05, Synergy_Bliss=6.30, Synergy_Loewe=-0.408, Synergy_HSA=1.92. (2) Drug 1: C1=CC=C(C=C1)NC(=O)CCCCCCC(=O)NO. Drug 2: CC(C)CN1C=NC2=C1C3=CC=CC=C3N=C2N. Cell line: IGROV1. Synergy scores: CSS=0.506, Synergy_ZIP=1.17, Synergy_Bliss=4.21, Synergy_Loewe=0.991, Synergy_HSA=0.779. (3) Drug 1: CC1=C(C=C(C=C1)C(=O)NC2=CC(=CC(=C2)C(F)(F)F)N3C=C(N=C3)C)NC4=NC=CC(=N4)C5=CN=CC=C5. Drug 2: CCC1(CC2CC(C3=C(CCN(C2)C1)C4=CC=CC=C4N3)(C5=C(C=C6C(=C5)C78CCN9C7C(C=CC9)(C(C(C8N6C)(C(=O)OC)O)OC(=O)C)CC)OC)C(=O)OC)O.OS(=O)(=O)O. Cell line: HCT-15. Synergy scores: CSS=-3.99, Synergy_ZIP=-3.62, Synergy_Bliss=-9.15, Synergy_Loewe=-11.4, Synergy_HSA=-10.0.